This data is from Full USPTO retrosynthesis dataset with 1.9M reactions from patents (1976-2016). The task is: Predict the reactants needed to synthesize the given product. (1) Given the product [Cl:32][C:29]1[CH:30]=[CH:31][C:26]([C:15]2[N:16]([CH2:19][C@H:20]([OH:25])[C:21]([F:23])([F:24])[F:22])[C:17](=[O:18])[N:13]([CH2:12][C:11]([NH:10][CH2:9][CH:8]([NH:7][S:2]([CH3:1])(=[O:4])=[O:3])[C:34]3[CH:39]=[CH:38][CH:37]=[CH:36][C:35]=3[C:40]([F:41])([F:42])[F:43])=[O:33])[N:14]=2)=[CH:27][CH:28]=1, predict the reactants needed to synthesize it. The reactants are: [CH3:1][S:2](Cl)(=[O:4])=[O:3].Cl.[NH2:7][CH:8]([C:34]1[CH:39]=[CH:38][CH:37]=[CH:36][C:35]=1[C:40]([F:43])([F:42])[F:41])[CH2:9][NH:10][C:11](=[O:33])[CH2:12][N:13]1[C:17](=[O:18])[N:16]([CH2:19][C@H:20]([OH:25])[C:21]([F:24])([F:23])[F:22])[C:15]([C:26]2[CH:31]=[CH:30][C:29]([Cl:32])=[CH:28][CH:27]=2)=[N:14]1. (2) Given the product [C:1]([O:5][C:6](=[O:38])[NH:7][CH:8]([C:32]1[CH:37]=[CH:36][CH:35]=[CH:34][CH:33]=1)[C:9]([NH:11][NH:12][C:13]([C@@H:15]1[CH2:21][CH2:20][C@@H:19]2[CH2:22][N:16]1[C:17](=[O:31])[N:18]2[OH:23])=[O:14])=[O:10])([CH3:4])([CH3:2])[CH3:3], predict the reactants needed to synthesize it. The reactants are: [C:1]([O:5][C:6](=[O:38])[NH:7][CH:8]([C:32]1[CH:37]=[CH:36][CH:35]=[CH:34][CH:33]=1)[C:9]([NH:11][NH:12][C:13]([C@@H:15]1[CH2:21][CH2:20][C@@H:19]2[CH2:22][N:16]1[C:17](=[O:31])[N:18]2[O:23]CC1C=CC=CC=1)=[O:14])=[O:10])([CH3:4])([CH3:3])[CH3:2]. (3) Given the product [O:35]1[C:15]2[CH:19]=[CH:20][CH:21]=[CH:22][C:14]=2[CH:13]=[C:12]1[N:36]1[C:13]2[C:14]3[CH:22]=[CH:21][C:20]([N:23]4[CH2:27][C@H:26]([CH2:28][NH:29][C:30](=[O:32])[CH3:31])[O:25][C:24]4=[O:33])=[CH:19][C:15]=3[CH2:16][CH2:17][CH2:18][C:12]=2[CH:10]=[N:37]1, predict the reactants needed to synthesize it. The reactants are: O1C2C=CC=CC=2C=C1[C:10]([CH:12]1[CH2:18][CH2:17][CH2:16][C:15]2[CH:19]=[C:20]([N:23]3[CH2:27][C@H:26]([CH2:28][NH:29][C:30](=[O:32])[CH3:31])[O:25][C:24]3=[O:33])[CH:21]=[CH:22][C:14]=2[C:13]1=O)=O.[OH2:35].[NH2:36][NH2:37]. (4) Given the product [Br:1][C:2]1[CH:7]=[C:6]([N+:10]([O-:12])=[O:11])[C:5]([F:8])=[CH:4][N+:3]=1[O-:9], predict the reactants needed to synthesize it. The reactants are: [Br:1][C:2]1[CH:7]=[CH:6][C:5]([F:8])=[CH:4][N+:3]=1[O-:9].[N+:10]([O-])([OH:12])=[O:11].[NH4+].[OH-]. (5) Given the product [F:27][C:21]1[CH:20]=[CH:19][C:18]([C:17]2[C:12]([C@@H:3]([NH:2][C:35](=[O:36])[CH2:34][N:33]3[C:32]4[CH:38]=[CH:39][CH:40]=[CH:41][C:31]=4[NH:30][C:29]3=[O:28])[CH2:4][C:5]3[CH:10]=[CH:9][CH:8]=[C:7]([F:11])[CH:6]=3)=[N:13][CH:14]=[CH:15][CH:16]=2)=[CH:26][C:22]=1[C:23]([NH2:25])=[O:24], predict the reactants needed to synthesize it. The reactants are: Cl.[NH2:2][C@H:3]([C:12]1[C:17]([C:18]2[CH:19]=[CH:20][C:21]([F:27])=[C:22]([CH:26]=2)[C:23]([NH2:25])=[O:24])=[CH:16][CH:15]=[CH:14][N:13]=1)[CH2:4][C:5]1[CH:10]=[CH:9][CH:8]=[C:7]([F:11])[CH:6]=1.[O:28]=[C:29]1[N:33]([CH2:34][C:35](O)=[O:36])[C:32]2[CH:38]=[CH:39][CH:40]=[CH:41][C:31]=2[NH:30]1. (6) The reactants are: [Li][CH2:2][CH2:3][CH2:4]C.[CH:6]1([C:11]([O:13][CH2:14][C:15]2[CH:20]=[CH:19][CH:18]=[CH:17][CH:16]=2)=[O:12])[CH2:10][CH2:9][CH2:8][CH2:7]1.C(Br)C#C.[Cl-].[NH4+]. Given the product [CH2:4]([C:6]1([C:11]([O:13][CH2:14][C:15]2[CH:16]=[CH:17][CH:18]=[CH:19][CH:20]=2)=[O:12])[CH2:10][CH2:9][CH2:8][CH2:7]1)[C:3]#[CH:2], predict the reactants needed to synthesize it.